This data is from Catalyst prediction with 721,799 reactions and 888 catalyst types from USPTO. The task is: Predict which catalyst facilitates the given reaction. (1) Reactant: [NH:1]1[C:5]([C:6]2[CH:11]=[CH:10][CH:9]=[CH:8][C:7]=2[C:12]2[CH:17]=[CH:16][C:15]([CH2:18][N:19]3[C@@H:23]([CH:24]([CH3:26])[CH3:25])C[O:21][CH:20]3[C:27]3[S:28][CH:29]=[CH:30][CH:31]=3)=[CH:14][CH:13]=2)=[N:4][N:3]=[N:2]1.[K+].[Br-].[C:34]([O-:37])([O-])=[O:35].[K+].[K+].[O-]Cl.[Na+]. Product: [CH3:25][CH:24]([CH3:26])[C@H:23]([N:19]([CH2:18][C:15]1[CH:16]=[CH:17][C:12]([C:7]2[CH:8]=[CH:9][CH:10]=[CH:11][C:6]=2[C:5]2[NH:4][N:3]=[N:2][N:1]=2)=[CH:13][CH:14]=1)[C:20]([C:27]1[S:28][CH:29]=[CH:30][CH:31]=1)=[O:21])[C:34]([OH:37])=[O:35]. The catalyst class is: 10. (2) Reactant: [C:1]([O:5][C:6](=[O:40])[C:7]1[CH:15]=[C:14]([NH:16][C:17](=[O:39])[CH2:18][CH2:19][CH2:20][CH2:21][CH2:22][CH2:23][CH2:24][CH2:25][CH2:26][CH2:27][CH2:28][CH2:29][CH2:30][CH2:31][C:32]([O:34][C:35]([CH3:38])([CH3:37])[CH3:36])=[O:33])[CH:13]=[C:9]([C:10]([OH:12])=[O:11])[CH:8]=1)([CH3:4])([CH3:3])[CH3:2].[B-](F)(F)(F)F.CN(C(O[N:54]1[C:59](=[O:60])[CH2:58][CH2:57][C:55]1=[O:56])=[N+](C)C)C.CCN(C(C)C)C(C)C. Product: [O:56]=[C:55]1[CH2:57][CH2:58][C:59](=[O:60])[N:54]1[O:11][C:10](=[O:12])[C:9]1[CH:8]=[C:7]([CH:15]=[C:14]([NH:16][C:17](=[O:39])[CH2:18][CH2:19][CH2:20][CH2:21][CH2:22][CH2:23][CH2:24][CH2:25][CH2:26][CH2:27][CH2:28][CH2:29][CH2:30][CH2:31][C:32]([O:34][C:35]([CH3:38])([CH3:37])[CH3:36])=[O:33])[CH:13]=1)[C:6]([O:5][C:1]([CH3:4])([CH3:2])[CH3:3])=[O:40]. The catalyst class is: 1. (3) Reactant: [Cl:1][C:2]1[C:3]([N:9]2[C:13]([C:14](O)=[O:15])=[CH:12][C:11]([C:17]([F:20])([F:19])[F:18])=[N:10]2)=[N:4][CH:5]=[C:6]([Cl:8])[CH:7]=1.C(Cl)(=O)C([Cl:24])=O. Product: [Cl:1][C:2]1[C:3]([N:9]2[C:13]([C:14]([Cl:24])=[O:15])=[CH:12][C:11]([C:17]([F:20])([F:19])[F:18])=[N:10]2)=[N:4][CH:5]=[C:6]([Cl:8])[CH:7]=1. The catalyst class is: 204. (4) Reactant: CO[C:3](=O)[NH:4][C:5]1[CH:6]=[N:7][C:8]([N:18]2[CH2:23][CH2:22][O:21][CH2:20][CH2:19]2)=[CH:9][C:10]=1[C:11]1[CH:16]=[CH:15][CH:14]=[CH:13][C:12]=1[CH3:17].[OH-].[Na+]. Product: [CH3:3][NH:4][C:5]1[CH:6]=[N:7][C:8]([N:18]2[CH2:19][CH2:20][O:21][CH2:22][CH2:23]2)=[CH:9][C:10]=1[C:11]1[CH:16]=[CH:15][CH:14]=[CH:13][C:12]=1[CH3:17]. The catalyst class is: 11. (5) Reactant: [CH:1]([C:3]1[C:11]2[CH:10]=[CH:9][CH:8]=[CH:7][C:6]=2[N:5]2[CH2:12][CH2:13][N:14](C(OC(C)(C)C)=O)[CH2:15][CH2:16][C:4]=12)=[O:2].Cl. Product: [CH2:16]1[C:4]2=[C:3]([CH:1]=[O:2])[C:11]3[CH:10]=[CH:9][CH:8]=[CH:7][C:6]=3[N:5]2[CH2:12][CH2:13][NH:14][CH2:15]1. The catalyst class is: 5.